Dataset: Full USPTO retrosynthesis dataset with 1.9M reactions from patents (1976-2016). Task: Predict the reactants needed to synthesize the given product. (1) The reactants are: [CH3:1][N:2]([CH3:8])[C:3]([N:5]([CH3:7])[CH3:6])=[NH:4].[ClH:9]. Given the product [Cl-:9].[CH3:1][N:2]([CH3:8])[C:3]([N:5]([CH3:7])[CH3:6])=[NH2+:4], predict the reactants needed to synthesize it. (2) The reactants are: Cl.[Cl:2][C:3]1[C:11]2[C:6](=[CH:7][C:8]([C:12]([NH:14][C@H:15]([C:25]3[CH:30]=[CH:29][CH:28]=[CH:27][CH:26]=3)[CH2:16][O:17][CH2:18][CH:19]3[CH2:24][CH2:23][NH:22][CH2:21][CH2:20]3)=[O:13])=[CH:9][CH:10]=2)[NH:5][CH:4]=1.C(O[C:34]1(O[Si](C)(C)C)[CH2:36][CH2:35]1)C. Given the product [ClH:2].[Cl:2][C:3]1[C:11]2[C:6](=[CH:7][C:8]([C:12]([NH:14][C@H:15]([C:25]3[CH:30]=[CH:29][CH:28]=[CH:27][CH:26]=3)[CH2:16][O:17][CH2:18][CH:19]3[CH2:20][CH2:21][N:22]([CH:34]4[CH2:36][CH2:35]4)[CH2:23][CH2:24]3)=[O:13])=[CH:9][CH:10]=2)[NH:5][CH:4]=1, predict the reactants needed to synthesize it. (3) Given the product [C:22]12([CH2:32][C:33]([NH:1][N:2]3[N:11]=[C:10]([CH:12]([CH3:13])[CH3:14])[C:9]4[C:4](=[CH:5][CH:6]=[CH:7][CH:8]=4)[C:3]3=[O:15])=[O:34])[CH2:29][CH:28]3[CH2:27][CH:26]([CH2:25][CH:24]([CH2:30]3)[CH2:23]1)[CH2:31]2, predict the reactants needed to synthesize it. The reactants are: [NH2:1][N:2]1[N:11]=[C:10]([CH:12]([CH3:14])[CH3:13])[C:9]2[C:4](=[CH:5][CH:6]=[CH:7][CH:8]=2)[C:3]1=[O:15].N1C=CC=CC=1.[C:22]12([CH2:32][C:33](Cl)=[O:34])[CH2:31][CH:26]3[CH2:27][CH:28]([CH2:30][CH:24]([CH2:25]3)[CH2:23]1)[CH2:29]2. (4) Given the product [OH:2][C:3]([C:4]1[N:7]=[C:13]([CH2:12][C:10]#[N:11])[NH:15][N:16]=1)([CH3:9])[CH3:8], predict the reactants needed to synthesize it. The reactants are: Cl.[OH:2][C:3]([CH3:9])([CH3:8])[C:4](=[NH:7])OC.[C:10]([CH2:12][C:13]([NH:15][NH2:16])=O)#[N:11].CO.[OH-].[Na+].